From a dataset of Peptide-MHC class II binding affinity with 134,281 pairs from IEDB. Regression. Given a peptide amino acid sequence and an MHC pseudo amino acid sequence, predict their binding affinity value. This is MHC class II binding data. (1) The peptide sequence is YDKFLANVSTVRTGK. The MHC is DRB1_0802 with pseudo-sequence DRB1_0802. The binding affinity (normalized) is 0.909. (2) The MHC is DRB1_1302 with pseudo-sequence DRB1_1302. The binding affinity (normalized) is 0.689. The peptide sequence is GELQIVDWIDAAFKI. (3) The peptide sequence is ATPPPPPPPQLGASP. The MHC is DRB1_0301 with pseudo-sequence DRB1_0301. The binding affinity (normalized) is 0. (4) The peptide sequence is ATFEAMYLGTCKTLT. The MHC is HLA-DQA10401-DQB10402 with pseudo-sequence HLA-DQA10401-DQB10402. The binding affinity (normalized) is 0.0865. (5) The binding affinity (normalized) is 0. The MHC is HLA-DPA10103-DPB10401 with pseudo-sequence HLA-DPA10103-DPB10401. The peptide sequence is DMGFDAAAPAPEHQP. (6) The peptide sequence is KYFAATQFEPLAARL. The MHC is HLA-DPA10103-DPB10401 with pseudo-sequence HLA-DPA10103-DPB10401. The binding affinity (normalized) is 0.890. (7) The peptide sequence is LGIISHLLKTRDNSV. The MHC is DRB1_0405 with pseudo-sequence DRB1_0405. The binding affinity (normalized) is 0.687. (8) The peptide sequence is KGLHHLQIILSGKMA. The MHC is DRB3_0101 with pseudo-sequence DRB3_0101. The binding affinity (normalized) is 0.165. (9) The peptide sequence is ANVMAASLRKAGKSV. The MHC is DRB3_0202 with pseudo-sequence DRB3_0202. The binding affinity (normalized) is 0.499. (10) The peptide sequence is PYILLVSSKVSTVKD. The MHC is DRB4_0101 with pseudo-sequence DRB4_0103. The binding affinity (normalized) is 0.568.